Predict the reactants needed to synthesize the given product. From a dataset of Full USPTO retrosynthesis dataset with 1.9M reactions from patents (1976-2016). (1) Given the product [C:21]([CH:23]([C:35]1[CH:36]=[CH:37][C:38]([O:14][CH2:13][C:10]2[CH:11]=[CH:12][C:7]([O:6][CH2:5]/[C:4](=[N:3]\[O:2][CH3:1])/[C:15]3[CH:20]=[CH:19][CH:18]=[CH:17][CH:16]=3)=[CH:8][CH:9]=2)=[CH:39][CH:40]=1)[CH2:24][C:25]([O:27][CH2:28][C:29]1[CH:30]=[CH:31][CH:32]=[CH:33][CH:34]=1)=[O:26])#[N:22], predict the reactants needed to synthesize it. The reactants are: [CH3:1][O:2][N:3]=[C:4]([C:15]1[CH:20]=[CH:19][CH:18]=[CH:17][CH:16]=1)[CH2:5][O:6][C:7]1[CH:12]=[CH:11][C:10]([CH2:13][OH:14])=[CH:9][CH:8]=1.[C:21]([CH:23]([C:35]1[CH:40]=[CH:39][C:38](O)=[CH:37][CH:36]=1)[CH2:24][C:25]([O:27][CH2:28][C:29]1[CH:34]=[CH:33][CH:32]=[CH:31][CH:30]=1)=[O:26])#[N:22].C(P(CCCC)CCCC)CCC. (2) Given the product [O:1]1[CH:5]=[CH:4][CH:3]=[C:2]1[CH2:6][CH2:7][C:8]([NH:56][C@@H:52]([CH2:51][S:50][CH2:49]/[CH:48]=[C:47](\[CH3:57])/[CH2:46][CH2:45]/[CH:44]=[C:43](\[CH3:58])/[CH2:42][CH2:41][CH:40]=[C:39]([CH3:59])[CH3:38])[C:53]([OH:55])=[O:54])=[O:10], predict the reactants needed to synthesize it. The reactants are: [O:1]1[CH:5]=[CH:4][CH:3]=[C:2]1[CH2:6][CH2:7][C:8]([OH:10])=O.[Cl-].COC1N=C(OC)N=C([N+]2(C)CCOCC2)N=1.C(N(CC)C(C)C)(C)C.[CH3:38][C:39]([CH3:59])=[CH:40][CH2:41][CH2:42]/[C:43](/[CH3:58])=[CH:44]/[CH2:45][CH2:46]/[C:47](/[CH3:57])=[CH:48]/[CH2:49][S:50][CH2:51][C@H:52]([NH2:56])[C:53]([OH:55])=[O:54]. (3) Given the product [OH:8][CH2:9][C:10]1[N:11]([C:15]2[CH:19]=[CH:18][N:17]([S:20]([C:23]3[CH:29]=[CH:28][C:26]([CH3:27])=[CH:25][CH:24]=3)(=[O:21])=[O:22])[C:16]=2[C:30]([C:32]2[CH:37]=[CH:36][C:35]([C:38]([F:41])([F:39])[F:40])=[CH:34][C:33]=2[O:42][CH3:43])=[O:31])[CH:12]=[CH:13][CH:14]=1, predict the reactants needed to synthesize it. The reactants are: [Si]([O:8][CH2:9][C:10]1[N:11]([C:15]2[CH:19]=[CH:18][N:17]([S:20]([C:23]3[CH:29]=[CH:28][C:26]([CH3:27])=[CH:25][CH:24]=3)(=[O:22])=[O:21])[C:16]=2[C:30]([C:32]2[CH:37]=[CH:36][C:35]([C:38]([F:41])([F:40])[F:39])=[CH:34][C:33]=2[O:42][CH3:43])=[O:31])[CH:12]=[CH:13][CH:14]=1)(C(C)(C)C)(C)C.CCCC[N+](CCCC)(CCCC)CCCC.[F-]. (4) Given the product [CH3:10][S:11]([C:14]1[CH:15]=[CH:16][C:17]([C:20]2[CH:25]=[CH:24][CH:23]=[C:22]([CH:26]3[C:35]([CH3:37])([CH3:36])[CH2:34][C:33]4[C:28](=[CH:29][CH:30]=[C:31]([C:38]([NH:9][S:6]([CH:3]5[CH2:5][CH2:4]5)(=[O:8])=[O:7])=[O:39])[CH:32]=4)[NH:27]3)[CH:21]=2)=[CH:18][CH:19]=1)(=[O:13])=[O:12], predict the reactants needed to synthesize it. The reactants are: [H-].[Na+].[CH:3]1([S:6]([NH2:9])(=[O:8])=[O:7])[CH2:5][CH2:4]1.[CH3:10][S:11]([C:14]1[CH:19]=[CH:18][C:17]([C:20]2[CH:25]=[CH:24][CH:23]=[C:22]([CH:26]3[C:35]([CH3:37])([CH3:36])[CH2:34][C:33]4[C:28](=[CH:29][CH:30]=[C:31]([C:38](O)=[O:39])[CH:32]=4)[NH:27]3)[CH:21]=2)=[CH:16][CH:15]=1)(=[O:13])=[O:12].C(N1C=CN=C1)(N1C=CN=C1)=O.